From a dataset of Reaction yield outcomes from USPTO patents with 853,638 reactions. Predict the reaction yield, written as a fraction of the theoretical maximum amount of product (1.0 means a 100% yield; for example, 0.34 means a 34% yield). (1) The reactants are [CH:1]([Mg]Br)=[CH2:2].[Br:5][C:6]1[CH:7]=[C:8]([N+:13]([O-])=O)[CH:9]=[CH:10][C:11]=1[Cl:12].[NH4+].[Cl-]. The catalyst is C1COCC1. The product is [Br:5][C:6]1[C:11]([Cl:12])=[CH:10][CH:9]=[C:8]2[C:7]=1[CH:1]=[CH:2][NH:13]2.[Br:5][C:6]1[CH:7]=[C:8]2[C:9]([CH:1]=[CH:2][NH:13]2)=[CH:10][C:11]=1[Cl:12]. The yield is 0.0970. (2) The reactants are [CH3:1][C:2]([Si:5]([CH3:26])([CH3:25])[O:6][CH2:7][C:8]1[CH:13]=[C:12]([O:14][CH3:15])[N:11]=[C:10](/[CH:16]=[CH:17]/[C:18]([O:20][CH2:21][CH2:22][CH2:23][CH3:24])=[O:19])[CH:9]=1)([CH3:4])[CH3:3].[H][H]. The catalyst is [Pd].CO. The product is [CH3:3][C:2]([Si:5]([CH3:25])([CH3:26])[O:6][CH2:7][C:8]1[CH:13]=[C:12]([O:14][CH3:15])[N:11]=[C:10]([CH2:16][CH2:17][C:18]([O:20][CH2:21][CH2:22][CH2:23][CH3:24])=[O:19])[CH:9]=1)([CH3:1])[CH3:4]. The yield is 0.980. (3) The reactants are [F:1][C:2]([F:11])([F:10])[C:3]1[CH:8]=[CH:7][C:6](Cl)=[CH:5][CH:4]=1.[CH3:12][O-:13].[Na+]. The catalyst is CO. The product is [F:1][C:2]([F:11])([F:10])[C:3]1[CH:8]=[CH:7][C:6]([O:13][CH3:12])=[CH:5][CH:4]=1. The yield is 0.570. (4) The reactants are [N+:1]([C:4]1[CH:5]=[C:6]([NH2:10])[CH:7]=[CH:8][CH:9]=1)([O-:3])=[O:2].[N:11]([O-])=O.[Na+].[Cl:15][Sn]Cl.O. The catalyst is O.Cl. The product is [ClH:15].[N+:1]([C:4]1[CH:5]=[C:6]([NH:10][NH2:11])[CH:7]=[CH:8][CH:9]=1)([O-:3])=[O:2]. The yield is 0.730. (5) The reactants are [CH2:1]([C@H:8]([NH:21][C:22]([C@@H:24]([NH:32][C:33]([C@@H:35]([NH:37][C:38]([C:40]1[N:41]([CH3:49])[C:42]2[C:47]([CH:48]=1)=[CH:46][CH:45]=[CH:44][CH:43]=2)=[O:39])[CH3:36])=[O:34])[CH2:25][C:26]1[CH:31]=[CH:30][CH:29]=[CH:28][CH:27]=1)=[O:23])[CH:9]([C:11](=[O:20])[NH:12][CH2:13][C:14]1[CH:19]=[CH:18][CH:17]=[CH:16][CH:15]=1)[OH:10])[C:2]1[CH:7]=[CH:6][CH:5]=[CH:4][CH:3]=1.CC(OI1(OC(C)=O)(OC(C)=O)OC(=O)C2C=CC=CC1=2)=O.C(=O)(O)[O-].[Na+].[O-]S([O-])(=S)=O.[Na+].[Na+]. No catalyst specified. The product is [CH2:1]([C@H:8]([NH:21][C:22]([C@@H:24]([NH:32][C:33]([C@@H:35]([NH:37][C:38]([C:40]1[N:41]([CH3:49])[C:42]2[C:47]([CH:48]=1)=[CH:46][CH:45]=[CH:44][CH:43]=2)=[O:39])[CH3:36])=[O:34])[CH2:25][C:26]1[CH:27]=[CH:28][CH:29]=[CH:30][CH:31]=1)=[O:23])[C:9]([C:11](=[O:20])[NH:12][CH2:13][C:14]1[CH:15]=[CH:16][CH:17]=[CH:18][CH:19]=1)=[O:10])[C:2]1[CH:7]=[CH:6][CH:5]=[CH:4][CH:3]=1. The yield is 0.0800.